Task: Predict the reactants needed to synthesize the given product.. Dataset: Full USPTO retrosynthesis dataset with 1.9M reactions from patents (1976-2016) (1) Given the product [C:14]([N:18]1[C:2]([NH2:1])=[CH:3][C:4]([C:5]([F:6])([F:7])[F:8])=[N:19]1)([CH3:17])([CH3:16])[CH3:15], predict the reactants needed to synthesize it. The reactants are: [NH2:1]/[C:2](/OCC)=[CH:3]\[C:4](=O)[C:5]([F:8])([F:7])[F:6].Cl.[C:14]([NH:18][NH2:19])([CH3:17])([CH3:16])[CH3:15].C([O-])(=O)C.[Na+]. (2) Given the product [F:1][C:2]([F:7])([F:6])[C:3]([OH:5])=[O:4].[CH:8]1([C:14]2[N:15]=[C:16]([C:19]3[CH:24]=[CH:23][CH:22]=[CH:21][C:20]=3[NH:25][C:26](=[O:27])[O:28][CH2:29][CH:30]3[CH2:31][CH2:32][NH:33][CH2:34][CH2:35]3)[S:17][CH:18]=2)[CH2:9][CH2:10][CH2:11][CH2:12][CH2:13]1, predict the reactants needed to synthesize it. The reactants are: [F:1][C:2]([F:7])([F:6])[C:3]([OH:5])=[O:4].[CH:8]1([C:14]2[N:15]=[C:16]([C:19]3[CH:24]=[CH:23][CH:22]=[CH:21][C:20]=3[NH:25][C:26]([O:28][CH2:29][CH:30]3[CH2:35][CH2:34][N:33](C(OC(C)(C)C)=O)[CH2:32][CH2:31]3)=[O:27])[S:17][CH:18]=2)[CH2:13][CH2:12][CH2:11][CH2:10][CH2:9]1. (3) Given the product [Br:23][C:24]1[CH:29]=[CH:28][C:27]([S:31]([F:36])([F:32])([F:33])([F:34])[F:35])=[CH:26][C:25]=1[CH3:37], predict the reactants needed to synthesize it. The reactants are: N(OC(C)(C)C)=O.NC1C=CC(S(F)(F)(F)(F)F)=CC=1C.N.[Br:23][C:24]1[C:29](Br)=[CH:28][C:27]([S:31]([F:36])([F:35])([F:34])([F:33])[F:32])=[CH:26][C:25]=1[CH3:37]. (4) Given the product [C:7]([C:11]1[N:16]=[CH:15][C:14]([C:17]2[NH:30][C:25]3[CH:24]=[C:23]4[C:28](=[CH:27][C:26]=3[N:29]=2)[C:20]([CH3:33])([CH3:19])[CH2:21][C:22]4([CH3:32])[CH3:31])=[CH:13][N:12]=1)([CH3:10])([CH3:9])[CH3:8], predict the reactants needed to synthesize it. The reactants are: OOS([O-])=O.[K+].[C:7]([C:11]1[N:16]=[CH:15][C:14]([CH:17]=O)=[CH:13][N:12]=1)([CH3:10])([CH3:9])[CH3:8].[CH3:19][C:20]1([CH3:33])[C:28]2[C:23](=[CH:24][C:25]([NH2:30])=[C:26]([NH2:29])[CH:27]=2)[C:22]([CH3:32])([CH3:31])[CH2:21]1.C(=O)([O-])[O-].[K+].[K+]. (5) The reactants are: [F:1][C:2]1[CH:3]=[CH:4][C:5]([N:8]2[CH:12]=[C:11]([CH2:13][CH2:14][CH2:15][OH:16])[C:10]([CH:17]([CH3:19])[CH3:18])=[N:9]2)=[N:6][CH:7]=1.O[C:21]1[C:26]([O:27][CH3:28])=[CH:25][CH:24]=[CH:23][C:22]=1[CH2:29][C:30]([O:32]C)=[O:31].C(P(CCCC)CCCC)CCC.N(C(N1CCCCC1)=O)=NC(N1CCCCC1)=O. Given the product [F:1][C:2]1[CH:3]=[CH:4][C:5]([N:8]2[CH:12]=[C:11]([CH2:13][CH2:14][CH2:15][O:16][C:21]3[C:26]([O:27][CH3:28])=[CH:25][CH:24]=[CH:23][C:22]=3[CH2:29][C:30]([OH:32])=[O:31])[C:10]([CH:17]([CH3:19])[CH3:18])=[N:9]2)=[N:6][CH:7]=1, predict the reactants needed to synthesize it. (6) Given the product [CH3:32][O:33][C:34](=[O:55])[C:35]1[C:40]([O:41][CH2:42][C:43]2[CH:44]=[CH:45][CH:46]=[CH:47][CH:48]=2)=[CH:39][CH:38]=[CH:37][C:36]=1[O:49][CH2:50][CH2:51][CH2:52][CH2:53][NH:54][C:6](=[O:7])[C@@H:5]([NH:4][C:1](=[O:3])[CH3:2])[CH2:9][C:10]1[CH:15]=[CH:14][C:13]([N:16]2[CH2:20][C:19](=[O:21])[NH:18][S:17]2(=[O:23])=[O:22])=[C:12]([O:24][CH2:25][C:26]2[CH:27]=[CH:28][CH:29]=[CH:30][CH:31]=2)[CH:11]=1, predict the reactants needed to synthesize it. The reactants are: [C:1]([NH:4][C@@H:5]([CH2:9][C:10]1[CH:15]=[CH:14][C:13]([N:16]2[CH2:20][C:19](=[O:21])[NH:18][S:17]2(=[O:23])=[O:22])=[C:12]([O:24][CH2:25][C:26]2[CH:31]=[CH:30][CH:29]=[CH:28][CH:27]=2)[CH:11]=1)[C:6](O)=[O:7])(=[O:3])[CH3:2].[CH3:32][O:33][C:34](=[O:55])[C:35]1[C:40]([O:41][CH2:42][C:43]2[CH:48]=[CH:47][CH:46]=[CH:45][CH:44]=2)=[CH:39][CH:38]=[CH:37][C:36]=1[O:49][CH2:50][CH2:51][CH2:52][CH2:53][NH2:54]. (7) Given the product [OH:22][CH:20]([OH:21])[C:2]1[CH:3]=[CH:4][C:5]2[C:9]3[S:10][C:11]4[CH:16]=[C:15]([CH:17]([OH:18])[OH:19])[CH:14]=[CH:13][C:12]=4[C:8]=3[S:7][C:6]=2[CH:1]=1, predict the reactants needed to synthesize it. The reactants are: [CH:1]1[C:6]2[S:7][C:8]3[C:12]4[CH:13]=[CH:14][C:15]([C:17]([O-:19])=[O:18])=[CH:16][C:11]=4[S:10][C:9]=3[C:5]=2[CH:4]=[CH:3][C:2]=1[C:20]([O-:22])=[O:21]. (8) Given the product [Cl:21][C:17]1[C:16]([CH3:22])=[C:15]([S:12]([NH:11][C:8]2[S:9][CH:10]=[C:6]([CH:5]=[CH2:4])[N:7]=2)(=[O:14])=[O:13])[CH:20]=[CH:19][CH:18]=1, predict the reactants needed to synthesize it. The reactants are: [H-].[Na+].Br[CH2:4][CH2:5][C:6]1[N:7]=[C:8]([NH:11][S:12]([C:15]2[CH:20]=[CH:19][CH:18]=[C:17]([Cl:21])[C:16]=2[CH3:22])(=[O:14])=[O:13])[S:9][CH:10]=1.OC1C=NC=CC=1.Cl. (9) Given the product [CH3:37][C:36]1([N:38]2[C:46](=[O:47])[C:45]3[C:40](=[CH:41][CH:42]=[CH:43][CH:44]=3)[C:39]2=[O:48])[C:35]2[CH:19]([C:9](=[O:11])[CH:8]=[C:7]([C:4]3[CH:5]=[CH:6][N:1]=[CH:2][N:3]=3)[CH:34]=2)[CH2:18][CH2:17][CH2:16]1, predict the reactants needed to synthesize it. The reactants are: [N:1]1[CH:6]=[CH:5][C:4]([C:7](=O)[CH2:8][C:9]([O:11]CC)=O)=[N:3][CH:2]=1.N1C=[CH:19][C:18](C(=O)CC(OCC)=O)=[CH:17][CH:16]=1.Cl.NC1[C:36]([N:38]2[C:46](=[O:47])[C:45]3[C:40](=[CH:41][CH:42]=[CH:43][CH:44]=3)[C:39]2=[O:48])([CH3:37])[CH2:35][CH2:34]CN=1. (10) Given the product [C:1]1([C:32]2[CH:37]=[CH:36][CH:35]=[CH:34][CH:33]=2)[CH:6]=[CH:5][C:4]([CH2:7][CH2:8][CH:9]([OH:31])[CH:10]([CH2:18][CH2:19][N:20]2[C:21](=[O:30])[C:22]3[C:27](=[CH:26][CH:25]=[CH:24][CH:23]=3)[CH:28]2[OH:29])[C:11]([O:13][C:14]([CH3:15])([CH3:17])[CH3:16])=[O:12])=[CH:3][CH:2]=1, predict the reactants needed to synthesize it. The reactants are: [C:1]1([C:32]2[CH:37]=[CH:36][CH:35]=[CH:34][CH:33]=2)[CH:6]=[CH:5][C:4]([CH2:7][CH2:8][C:9](=[O:31])[CH:10]([CH2:18][CH2:19][N:20]2[C:28](=[O:29])[C:27]3[C:22](=[CH:23][CH:24]=[CH:25][CH:26]=3)[C:21]2=[O:30])[C:11]([O:13][C:14]([CH3:17])([CH3:16])[CH3:15])=[O:12])=[CH:3][CH:2]=1.C1COCC1.[BH4-].[Na+].